This data is from Catalyst prediction with 721,799 reactions and 888 catalyst types from USPTO. The task is: Predict which catalyst facilitates the given reaction. (1) Product: [ClH:43].[CH3:1][N:2]1[C:10]2[CH:9]=[C:8]([N:11]3[CH:16]=[CH:15][C:14]([C:17]4[CH:22]=[CH:21][C:20]([C:23]([F:24])([F:25])[F:26])=[CH:19][N:18]=4)=[CH:13][C:12]3=[O:27])[CH:7]=[CH:6][C:5]=2[C:4]2[CH2:28][NH:29][CH2:30][CH2:31][CH2:32][C:3]1=2. Reactant: [CH3:1][N:2]1[C:10]2[CH:9]=[C:8]([N:11]3[CH:16]=[CH:15][C:14]([C:17]4[CH:22]=[CH:21][C:20]([C:23]([F:26])([F:25])[F:24])=[CH:19][N:18]=4)=[CH:13][C:12]3=[O:27])[CH:7]=[CH:6][C:5]=2[C:4]2[CH2:28][N:29](C(OC(C)(C)C)=O)[CH2:30][CH2:31][CH2:32][C:3]1=2.CO.C(Cl)[Cl:43].Cl. The catalyst class is: 27. (2) Reactant: Cl.Cl.[C:3]1([C:9]2[C:10]([N:18]3[CH2:23][CH2:22][NH:21][CH2:20][CH2:19]3)=[C:11]3[CH:17]=[CH:16][NH:15][C:12]3=[N:13][CH:14]=2)[CH:8]=[CH:7][CH:6]=[CH:5][CH:4]=1.[C:24]([O:28][C:29]([NH:31][CH2:32][CH2:33][C:34](O)=[O:35])=[O:30])([CH3:27])([CH3:26])[CH3:25].C1C=CC2N(O)N=NC=2C=1.O.CCN=C=NCCCN(C)C.CCN(C(C)C)C(C)C.C([O-])([O-])=O.[Na+].[Na+]. Product: [O:35]=[C:34]([N:21]1[CH2:20][CH2:19][N:18]([C:10]2[C:9]([C:3]3[CH:4]=[CH:5][CH:6]=[CH:7][CH:8]=3)=[CH:14][N:13]=[C:12]3[NH:15][CH:16]=[CH:17][C:11]=23)[CH2:23][CH2:22]1)[CH2:33][CH2:32][NH:31][C:29](=[O:30])[O:28][C:24]([CH3:26])([CH3:25])[CH3:27]. The catalyst class is: 2. (3) Reactant: [S:1]1[CH:5]=[CH:4][N:3]=[C:2]1[C:6]1([OH:10])[CH2:9][CH2:8][CH2:7]1.[Br:11]N1C(=O)CCC1=O.O.S([O-])([O-])=O.[Na+].[Na+]. Product: [Br:11][C:5]1[S:1][C:2]([C:6]2([OH:10])[CH2:9][CH2:8][CH2:7]2)=[N:3][CH:4]=1. The catalyst class is: 9. (4) Reactant: C([O:3][C:4](=[O:17])[C:5]1[CH:10]=[CH:9][C:8]([CH:11]([OH:16])[CH2:12][CH:13]([CH3:15])[CH3:14])=[CH:7][CH:6]=1)C.[OH-].[Na+].Cl. Product: [OH:16][CH:11]([C:8]1[CH:7]=[CH:6][C:5]([C:4]([OH:17])=[O:3])=[CH:10][CH:9]=1)[CH2:12][CH:13]([CH3:15])[CH3:14]. The catalyst class is: 7. (5) Reactant: [NH2:1][C:2]1[CH:14]=[C:13]2[C:5]([C:6]3[C:7]([C:18]4[CH:23]=[CH:22][CH:21]=[C:20]([NH:24][C:25](=[O:33])[C:26]5[CH:31]=[CH:30][C:29]([F:32])=[CH:28][CH:27]=5)[C:19]=4[CH3:34])=[CH:8][CH:9]=[C:10]([C:15]([NH2:17])=[O:16])[C:11]=3[NH:12]2)=[CH:4][CH:3]=1.[CH3:35][C:36]([CH3:38])=O.C(O)(=O)C.C(O[BH-](OC(=O)C)OC(=O)C)(=O)C.[Na+].C([O-])(O)=O.[Na+]. Product: [F:32][C:29]1[CH:28]=[CH:27][C:26]([C:25]([NH:24][C:20]2[C:19]([CH3:34])=[C:18]([C:7]3[C:6]4[C:5]5[C:13](=[CH:14][C:2]([NH:1][CH:36]([CH3:38])[CH3:35])=[CH:3][CH:4]=5)[NH:12][C:11]=4[C:10]([C:15]([NH2:17])=[O:16])=[CH:9][CH:8]=3)[CH:23]=[CH:22][CH:21]=2)=[O:33])=[CH:31][CH:30]=1. The catalyst class is: 26.